Dataset: hERG potassium channel inhibition data for cardiac toxicity prediction from Karim et al.. Task: Regression/Classification. Given a drug SMILES string, predict its toxicity properties. Task type varies by dataset: regression for continuous values (e.g., LD50, hERG inhibition percentage) or binary classification for toxic/non-toxic outcomes (e.g., AMES mutagenicity, cardiotoxicity, hepatotoxicity). Dataset: herg_karim. (1) The molecule is COc1ccc(CCN2CCC(NNc3nc4ccccc4n3Cc3ccc(F)cc3)CC2)cc1. The result is 1 (blocker). (2) The molecule is N#Cc1ccc(S(=O)(=O)NCCN2CC3CN(CCc4cccc(F)c4)CC(C2)O3)cc1. The result is 0 (non-blocker). (3) The molecule is N#CCNC(=O)c1ccc(-c2ccnc(Nc3ccc(N4CCOCC4)cc3)n2)cc1. The result is 0 (non-blocker).